From a dataset of Full USPTO retrosynthesis dataset with 1.9M reactions from patents (1976-2016). Predict the reactants needed to synthesize the given product. (1) Given the product [ClH:32].[NH2:1][C:2]1[O:3][CH2:4][C@@:5]2([C:15]3[C:10](=[CH:11][CH:12]=[C:13]([NH:16][C:17]([C:19]4[CH:24]=[N:23][C:22]([CH:25]([F:27])[F:26])=[CH:21][N:20]=4)=[O:18])[CH:14]=3)[O:9][C:8]([CH3:29])([CH3:28])[C:7]32[CH2:31][CH2:30]3)[N:6]=1, predict the reactants needed to synthesize it. The reactants are: [NH2:1][C:2]1[O:3][CH2:4][C@@:5]2([C:15]3[C:10](=[CH:11][CH:12]=[C:13]([NH:16][C:17]([C:19]4[CH:24]=[N:23][C:22]([CH:25]([F:27])[F:26])=[CH:21][N:20]=4)=[O:18])[CH:14]=3)[O:9][C:8]([CH3:29])([CH3:28])[C:7]32[CH2:31][CH2:30]3)[N:6]=1.[ClH:32].C(OCC)(=O)C. (2) Given the product [C:23]1([CH2:22][NH:3][C:4]2[CH:9]=[CH:8][C:7]([C:10]3[CH:11]=[CH:12][C:13]([C:16]([F:17])([F:18])[F:19])=[CH:14][CH:15]=3)=[CH:6][C:5]=2[C:20]#[N:21])[CH:28]=[CH:27][CH:26]=[CH:25][CH:24]=1, predict the reactants needed to synthesize it. The reactants are: [H-].[Na+].[NH2:3][C:4]1[CH:9]=[CH:8][C:7]([C:10]2[CH:15]=[CH:14][C:13]([C:16]([F:19])([F:18])[F:17])=[CH:12][CH:11]=2)=[CH:6][C:5]=1[C:20]#[N:21].[CH2:22](Br)[C:23]1[CH:28]=[CH:27][CH:26]=[CH:25][CH:24]=1.O.